Dataset: Forward reaction prediction with 1.9M reactions from USPTO patents (1976-2016). Task: Predict the product of the given reaction. (1) Given the reactants Br[C:2]1[S:6][C:5]([O:7][CH:8]2[CH:13]3[CH2:14][CH2:15][N:10]([CH2:11][CH2:12]3)[CH2:9]2)=[N:4][CH:3]=1.[C:16]1(B(O)[OH:23])[CH:21]=[CH:20][CH:19]=[CH:18][CH:17]=1.[C:25](=[O:28])([O-:27])[O-].[K+].[K+].C(O)CCO.[OH-].[Na+], predict the reaction product. The product is: [NH3:4].[C:8]([OH:7])(=[O:23])/[CH:13]=[CH:14]/[C:25]([OH:27])=[O:28].[C:16]1([C:2]2[S:6][C:5]([O:7][CH:8]3[CH:13]4[CH2:14][CH2:15][N:10]([CH2:11][CH2:12]4)[CH2:9]3)=[N:4][CH:3]=2)[CH:21]=[CH:20][CH:19]=[CH:18][CH:17]=1. (2) Given the reactants [C:1]([C:3]1[CH:4]=[C:5]2[C:10](=[CH:11][CH:12]=1)[CH:9]=[C:8]([CH:13]1[CH2:18][CH2:17][N:16]([C:19]([N:21]3[CH2:26][CH2:25][N:24](C(OC(C)(C)C)=O)[CH2:23][CH2:22]3)=[O:20])[CH2:15][CH2:14]1)[CH:7]=[CH:6]2)#[N:2].[Cl:34]CCl, predict the reaction product. The product is: [ClH:34].[N:21]1([C:19]([N:16]2[CH2:17][CH2:18][CH:13]([C:8]3[CH:9]=[C:10]4[C:5](=[CH:6][CH:7]=3)[CH:4]=[C:3]([C:1]#[N:2])[CH:12]=[CH:11]4)[CH2:14][CH2:15]2)=[O:20])[CH2:26][CH2:25][NH:24][CH2:23][CH2:22]1. (3) Given the reactants Cl[O-].[Na+].[CH:4]1([C@H:7]([O:12][CH2:13][CH:14]=[N:15][OH:16])[CH2:8]/[CH:9]=[CH:10]/[CH3:11])[CH2:6][CH2:5]1.C(N(CC)CC)C, predict the reaction product. The product is: [CH:4]1([C@@H:7]2[O:12][CH2:13][C:14]3=[N:15][O:16][C@@H:10]([CH3:11])[C@@H:9]3[CH2:8]2)[CH2:6][CH2:5]1. (4) Given the reactants Cl[C:2]1[C:3]([N+:9]([O-:11])=[O:10])=[C:4]([CH:6]=[CH:7][CH:8]=1)[NH2:5].[CH3:12][N:13]1[CH2:18][CH2:17][NH:16][CH2:15][CH2:14]1, predict the reaction product. The product is: [CH3:12][N:13]1[CH2:18][CH2:17][N:16]([C:2]2[C:3]([N+:9]([O-:11])=[O:10])=[C:4]([CH:6]=[CH:7][CH:8]=2)[NH2:5])[CH2:15][CH2:14]1.